This data is from Reaction yield outcomes from USPTO patents with 853,638 reactions. The task is: Predict the reaction yield, written as a fraction of the theoretical maximum amount of product (1.0 means a 100% yield; for example, 0.34 means a 34% yield). The product is [F:1][C:2]1[CH:10]=[C:9]2[C:5]([C:6]([C:12]3[N:13]=[C:14]4[C:20]([C:21]([NH:31][C:26]5([CH3:25])[CH2:30][CH2:29][CH2:28][CH2:27]5)=[O:22])=[CH:19][NH:18][C:15]4=[N:16][CH:17]=3)=[N:7][N:8]2[CH3:11])=[CH:4][CH:3]=1. The yield is 0.229. The catalyst is CN(C=O)C. The reactants are [F:1][C:2]1[CH:10]=[C:9]2[C:5]([C:6]([C:12]3[N:13]=[C:14]4[C:20]([C:21](O)=[O:22])=[CH:19][NH:18][C:15]4=[N:16][CH:17]=3)=[N:7][N:8]2[CH3:11])=[CH:4][CH:3]=1.Cl.[CH3:25][C:26]1([NH2:31])[CH2:30][CH2:29][CH2:28][CH2:27]1.CN(C(ON1N=NC2C=CC=NC1=2)=[N+](C)C)C.F[P-](F)(F)(F)(F)F.CCN(C(C)C)C(C)C.